Dataset: HIV replication inhibition screening data with 41,000+ compounds from the AIDS Antiviral Screen. Task: Binary Classification. Given a drug SMILES string, predict its activity (active/inactive) in a high-throughput screening assay against a specified biological target. (1) The molecule is CC(C)(C)OC(=O)NCCCCC(NC(=O)c1ccccc1)C(N)=O. The result is 0 (inactive). (2) The molecule is COc1cc(-c2ccc(NC(=O)SCCC(=O)O)cc2OC)ccc1NC(=O)SCCC(=O)O. The result is 0 (inactive). (3) The compound is COc1cc(C)cc2c(-c3ccc(O)c4c(OC)cc(C)cc34)ccc(O)c12. The result is 0 (inactive). (4) The molecule is NC(=S)NN=C1CCCc2ccccc21. The result is 0 (inactive). (5) The compound is Cc1c(C(=O)CC(=NNC(=O)C[N+](C)(C)C)C(=O)Nc2ccc(Cl)cc2)[n+]([O-])c2ccccc2[n+]1[O-].[Cl-]. The result is 0 (inactive). (6) The compound is Cn1c(=O)oc2cc(C(=S)N3CCCCC3)ccc21. The result is 0 (inactive).